This data is from Reaction yield outcomes from USPTO patents with 853,638 reactions. The task is: Predict the reaction yield, written as a fraction of the theoretical maximum amount of product (1.0 means a 100% yield; for example, 0.34 means a 34% yield). (1) The reactants are Cl[C:2]1[N:10]=[CH:9][N:8]=[C:7]2[C:3]=1[N:4]=[C:5]([C:18]1[CH:23]=[CH:22][CH:21]=[CH:20][C:19]=1[Cl:24])[N:6]2[C:11]1[CH:16]=[CH:15][C:14]([Cl:17])=[CH:13][CH:12]=1.[NH:25]1[CH2:30][CH2:29][CH:28]([NH:31][C:32](=[O:38])[O:33][C:34]([CH3:37])([CH3:36])[CH3:35])[CH2:27][CH2:26]1. The yield is 0.990. The product is [Cl:24][C:19]1[CH:20]=[CH:21][CH:22]=[CH:23][C:18]=1[C:5]1[N:6]([C:11]2[CH:16]=[CH:15][C:14]([Cl:17])=[CH:13][CH:12]=2)[C:7]2[C:3]([N:4]=1)=[C:2]([N:25]1[CH2:26][CH2:27][CH:28]([NH:31][C:32](=[O:38])[O:33][C:34]([CH3:36])([CH3:35])[CH3:37])[CH2:29][CH2:30]1)[N:10]=[CH:9][N:8]=2. The catalyst is C(O)C. (2) The reactants are CO.[Li+].[BH4-].C([O:7][C:8]([C:10]1[CH:11]=[C:12]2[CH2:17][CH2:16][CH2:15][N:13]2[N:14]=1)=O)C. The catalyst is C1COCC1. The product is [N:14]1[N:13]2[CH2:15][CH2:16][CH2:17][C:12]2=[CH:11][C:10]=1[CH2:8][OH:7]. The yield is 0.780. (3) The yield is 0.200. The product is [CH3:1][O:2][C:3]1[N:8]=[CH:7][N:6]=[C:5]2[NH:9][N:10]=[C:11]([C:12]3[CH:13]=[N:14][CH:15]=[CH:16][CH:17]=3)[C:4]=12. The reactants are [CH3:1][O:2][C:3]1[N:8]=[CH:7][N:6]=[C:5]2[N:9](COCC[Si](C)(C)C)[N:10]=[C:11]([C:12]3[CH:13]=[N:14][CH:15]=[CH:16][CH:17]=3)[C:4]=12.CCCC[N+](CCCC)(CCCC)CCCC.[F-]. The catalyst is C1COCC1.O. (4) The reactants are C(=O)([O-])[O-].[Na+].[Na+].Br[C:8]1[CH:9]=[N:10][C:11]([NH2:14])=[N:12][CH:13]=1.[C:15]([O:19][C:20]([C:22]1[CH:23]=[C:24](B(O)O)[CH:25]=[CH:26][CH:27]=1)=[O:21])([CH3:18])([CH3:17])[CH3:16]. The catalyst is O.C(O)C.C1(C)C=CC=CC=1.CCOC(C)=O.C1C=CC([P]([Pd]([P](C2C=CC=CC=2)(C2C=CC=CC=2)C2C=CC=CC=2)([P](C2C=CC=CC=2)(C2C=CC=CC=2)C2C=CC=CC=2)[P](C2C=CC=CC=2)(C2C=CC=CC=2)C2C=CC=CC=2)(C2C=CC=CC=2)C2C=CC=CC=2)=CC=1. The product is [NH2:14][C:11]1[N:10]=[CH:9][C:8]([C:26]2[CH:27]=[C:22]([CH:23]=[CH:24][CH:25]=2)[C:20]([O:19][C:15]([CH3:17])([CH3:18])[CH3:16])=[O:21])=[CH:13][N:12]=1. The yield is 0.735. (5) The reactants are [CH3:1][O:2][C:3]1[CH:28]=[CH:27][C:6]([CH2:7][N:8]2[C:12]3[N:13]([CH2:19][CH2:20][N:21]4[CH2:26][CH2:25][O:24][CH2:23][CH2:22]4)[CH2:14][CH2:15][CH2:16][C:17](=[O:18])[C:11]=3[CH:10]=[N:9]2)=[CH:5][CH:4]=1.[Br-:29].[Br-].[Br-].[NH+]1C=CC=CC=1.[NH+]1C=CC=CC=1.[NH+]1C=CC=CC=1. The catalyst is C(Cl)(Cl)Cl.C(Cl)Cl. The product is [Br:29][CH:16]1[CH2:15][CH2:14][N:13]([CH2:19][CH2:20][N:21]2[CH2:22][CH2:23][O:24][CH2:25][CH2:26]2)[C:12]2[N:8]([CH2:7][C:6]3[CH:5]=[CH:4][C:3]([O:2][CH3:1])=[CH:28][CH:27]=3)[N:9]=[CH:10][C:11]=2[C:17]1=[O:18]. The yield is 0.730. (6) The reactants are [F:1][C:2]1[CH:7]=[CH:6][C:5]([F:8])=[CH:4][C:3]=1[C@@H:9]1[N:13]([C:14]2[CH:19]=[CH:18][N:17]3[N:20]=[CH:21][C:22]([C:23]([OH:25])=O)=[C:16]3[N:15]=2)[C:12]([CH3:27])([CH3:26])[CH2:11][CH2:10]1.[CH:28]1([NH2:31])[CH2:30][CH2:29]1. No catalyst specified. The product is [CH:28]1([NH:31][C:23]([C:22]2[CH:21]=[N:20][N:17]3[CH:18]=[CH:19][C:14]([N:13]4[C@@H:9]([C:3]5[CH:4]=[C:5]([F:8])[CH:6]=[CH:7][C:2]=5[F:1])[CH2:10][CH2:11][C:12]4([CH3:27])[CH3:26])=[N:15][C:16]=23)=[O:25])[CH2:30][CH2:29]1. The yield is 0.390. (7) The reactants are [H-].[Na+].[I:3][C:4]1[CH:9]=[CH:8][N:7]=[C:6]2[CH:10]=[N:11][NH:12][C:5]=12.Br[CH:14]1[CH2:19][CH2:18][N:17]([C:20]([O:22][C:23]([CH3:26])([CH3:25])[CH3:24])=[O:21])[CH2:16][CH2:15]1. The catalyst is CN(C=O)C. The product is [I:3][C:4]1[C:5]2[C:6](=[CH:10][N:11]([CH:14]3[CH2:19][CH2:18][N:17]([C:20]([O:22][C:23]([CH3:26])([CH3:25])[CH3:24])=[O:21])[CH2:16][CH2:15]3)[N:12]=2)[N:7]=[CH:8][CH:9]=1. The yield is 0.130. (8) The reactants are [Br:1][C:2]1[CH:7]=[C:6]([Cl:8])[N:5]=[C:4](Cl)[CH:3]=1.Cl.[O:11]1CCOCC1. The catalyst is [OH-].[Na+]. The product is [Br:1][C:2]1[CH:7]=[C:6]([Cl:8])[N:5]=[C:4]([OH:11])[CH:3]=1. The yield is 0.760. (9) The reactants are C(OC([N:8]([C:13]1[CH:14]=[C:15]([CH:49]=[CH:50][C:51]=1[O:52][CH3:53])[C:16]([O:18][CH2:19][C:20]([O:22][C@H:23]([C:34]1[CH:39]=[CH:38][C:37]([O:40][CH:41]([F:43])[F:42])=[C:36]([O:44][CH2:45][CH:46]2[CH2:48][CH2:47]2)[CH:35]=1)[CH2:24][C:25]1[C:30]([Cl:31])=[CH:29][N+:28]([O-:32])=[CH:27][C:26]=1[Cl:33])=[O:21])=[O:17])[S:9]([CH3:12])(=[O:11])=[O:10])=O)(C)(C)C.O1CCOCC1. The catalyst is C(Cl)Cl.Cl. The product is [Cl:33][C:26]1[CH:27]=[N+:28]([O-:32])[CH:29]=[C:30]([Cl:31])[C:25]=1[CH2:24][C@@H:23]([C:34]1[CH:39]=[CH:38][C:37]([O:40][CH:41]([F:42])[F:43])=[C:36]([O:44][CH2:45][CH:46]2[CH2:47][CH2:48]2)[CH:35]=1)[O:22][C:20](=[O:21])[CH2:19][O:18][C:16](=[O:17])[C:15]1[CH:49]=[CH:50][C:51]([O:52][CH3:53])=[C:13]([NH:8][S:9]([CH3:12])(=[O:11])=[O:10])[CH:14]=1. The yield is 0.830. (10) The reactants are O=[C:2]1[CH2:7][CH2:6][CH2:5][CH:4]([CH:8]([C:14]([O:16][CH2:17][CH3:18])=[O:15])[C:9]([O:11][CH2:12][CH3:13])=[O:10])[CH2:3]1.Cl.[Br:20][C:21]1[C:29]([F:30])=[CH:28][C:24]([C:25]([OH:27])=[O:26])=[C:23]([NH:31]N)[CH:22]=1. The catalyst is C(O)(=O)C. The product is [Br:20][C:21]1[C:29]([F:30])=[CH:28][C:24]([C:25]([OH:27])=[O:26])=[C:23]2[C:22]=1[C:7]1[CH2:6][CH2:5][CH:4]([CH:8]([C:14]([O:16][CH2:17][CH3:18])=[O:15])[C:9]([O:11][CH2:12][CH3:13])=[O:10])[CH2:3][C:2]=1[NH:31]2. The yield is 0.490.